From a dataset of Catalyst prediction with 721,799 reactions and 888 catalyst types from USPTO. Predict which catalyst facilitates the given reaction. (1) Reactant: [F:1][C:2]([F:9])([F:8])[C:3]1[CH:7]=[CH:6][NH:5][N:4]=1.[O:10]1[CH:15]=[CH:14][CH2:13][CH2:12][CH2:11]1.C(O)(C(F)(F)F)=O. Product: [O:10]1[CH2:15][CH2:14][CH2:13][CH2:12][CH:11]1[N:5]1[CH:6]=[CH:7][C:3]([C:2]([F:9])([F:8])[F:1])=[N:4]1. The catalyst class is: 133. (2) Reactant: [Cl:1][C:2]1[C:3]2[N:4]([CH:20]=[CH:21][N:22]=2)[CH:5]=[C:6]([C:17]([OH:19])=O)[C:7]=1[NH:8][C:9]1[CH:14]=[CH:13][C:12]([I:15])=[CH:11][C:10]=1[F:16].C(N(CC)C(C)C)(C)C.C1CN([P+](ON2N=NC3C=CC=CC2=3)(N2CCCC2)N2CCCC2)CC1.F[P-](F)(F)(F)(F)F.Cl.[N+:66]([CH:69]([C:71]1([OH:75])[CH2:74][NH:73][CH2:72]1)[CH3:70])([O-:68])=[O:67]. Product: [Cl:1][C:2]1[C:3]2[N:4]([CH:20]=[CH:21][N:22]=2)[CH:5]=[C:6]([C:17]([N:73]2[CH2:74][C:71]([CH:69]([N+:66]([O-:68])=[O:67])[CH3:70])([OH:75])[CH2:72]2)=[O:19])[C:7]=1[NH:8][C:9]1[CH:14]=[CH:13][C:12]([I:15])=[CH:11][C:10]=1[F:16]. The catalyst class is: 9. (3) Reactant: [CH2:1]([O:3][C:4]([C:6]#[C:7][C:8]1([OH:19])[CH2:11][N:10]([C:12]([O:14][C:15]([CH3:18])([CH3:17])[CH3:16])=[O:13])[CH2:9]1)=[O:5])[CH3:2].[H][H].OCC1(OC[C@@H](O)[C@@H](O)[C@H]1O)O. Product: [CH2:1]([O:3][C:4]([CH2:6][CH2:7][C:8]1([OH:19])[CH2:9][N:10]([C:12]([O:14][C:15]([CH3:18])([CH3:17])[CH3:16])=[O:13])[CH2:11]1)=[O:5])[CH3:2]. The catalyst class is: 63. (4) The catalyst class is: 54. Reactant: O[CH2:2][CH:3]([C:7]1[N:16]=[C:15]([C:17]2[CH:22]=[C:21]([F:23])[CH:20]=[CH:19][C:18]=2[CH3:24])[CH:14]=[C:13]2[C:8]=1[CH:9]=[C:10]([NH:25][C:26]([CH:28]1[CH2:30][CH2:29]1)=[O:27])[N:11]=[CH:12]2)[CH2:4][CH2:5][OH:6].C1(P(C2C=CC=CC=2)C2C=CC=CC=2)C=CC=CC=1.N(C(OC(C)C)=O)=NC(OC(C)C)=O. Product: [F:23][C:21]1[CH:20]=[CH:19][C:18]([CH3:24])=[C:17]([C:15]2[CH:14]=[C:13]3[C:8]([CH:9]=[C:10]([NH:25][C:26]([CH:28]4[CH2:30][CH2:29]4)=[O:27])[N:11]=[CH:12]3)=[C:7]([CH:3]3[CH2:4][CH2:5][O:6][CH2:2]3)[N:16]=2)[CH:22]=1. (5) Reactant: [NH:1]1[CH:5]=[CH:4][CH:3]=[N:2]1.[C:6]([O-:9])([O-])=[O:7].[Cs+].[Cs+].[C@@H]1(N)CCCC[C@H]1N.CCCCC[CH2:25][CH2:26][CH2:27][CH2:28][CH2:29][CH2:30][CH3:31].[OH-].[Na+]. Product: [N:1]1([C:30]2[CH:31]=[C:26]([CH2:25][C:6]([OH:9])=[O:7])[CH:27]=[CH:28][CH:29]=2)[CH:5]=[CH:4][CH:3]=[N:2]1. The catalyst class is: 185. (6) Reactant: [CH2:1]([C:3]([C:21]1[S:25][C:24]([C:26]([NH:28][NH2:29])=[O:27])=[C:23]([CH3:30])[CH:22]=1)([C:6]1[CH:11]=[CH:10][C:9]([O:12][CH2:13][CH:14]([OH:19])[C:15]([CH3:18])([CH3:17])[CH3:16])=[C:8]([CH3:20])[CH:7]=1)[CH2:4][CH3:5])[CH3:2].[C:31](=S)=[S:32].[OH-].[K+]. Product: [CH2:1]([C:3]([C:21]1[S:25][C:24]([C:26]2[O:27][C:31](=[S:32])[NH:29][N:28]=2)=[C:23]([CH3:30])[CH:22]=1)([C:6]1[CH:11]=[CH:10][C:9]([O:12][CH2:13][CH:14]([OH:19])[C:15]([CH3:17])([CH3:18])[CH3:16])=[C:8]([CH3:20])[CH:7]=1)[CH2:4][CH3:5])[CH3:2]. The catalyst class is: 5. (7) Reactant: C([O:3][C:4]([C@@H:6]1[CH2:10][C@H:9]([NH:11][C:12](=[O:27])[CH2:13][CH:14]([C:21]2[CH:26]=[CH:25][CH:24]=[CH:23][CH:22]=2)[C:15]2[CH:20]=[CH:19][CH:18]=[CH:17][CH:16]=2)[CH2:8][N:7]1[CH:28]([C:35]1[CH:40]=[CH:39][CH:38]=[CH:37][CH:36]=1)[C:29]1[CH:34]=[CH:33][CH:32]=[CH:31][CH:30]=1)=[O:5])C.[Li+].[OH-]. Product: [CH:28]([N:7]1[CH2:8][C@@H:9]([NH:11][C:12](=[O:27])[CH2:13][CH:14]([C:21]2[CH:26]=[CH:25][CH:24]=[CH:23][CH:22]=2)[C:15]2[CH:20]=[CH:19][CH:18]=[CH:17][CH:16]=2)[CH2:10][C@H:6]1[C:4]([OH:5])=[O:3])([C:29]1[CH:30]=[CH:31][CH:32]=[CH:33][CH:34]=1)[C:35]1[CH:36]=[CH:37][CH:38]=[CH:39][CH:40]=1. The catalyst class is: 87. (8) Reactant: [Br:1][C:2]1[CH:3]=[C:4]([C:8]([C:10]2[CH:15]=[CH:14][C:13]([OH:16])=[CH:12][CH:11]=2)=[CH2:9])[CH:5]=[CH:6][CH:7]=1.C(N(CC)CC)C.[CH3:24][S:25](Cl)(=[O:27])=[O:26].C(OCC)(=O)C. Product: [Br:1][C:2]1[CH:3]=[C:4]([C:8]([C:10]2[CH:11]=[CH:12][C:13]([O:16][S:25]([CH3:24])(=[O:27])=[O:26])=[CH:14][CH:15]=2)=[CH2:9])[CH:5]=[CH:6][CH:7]=1. The catalyst class is: 4. (9) Reactant: N(C(OC(C)C)=O)=NC(OC(C)C)=O.[OH:15][C@@H:16]([CH3:35])[C@H:17]([NH:27][C:28](=[O:34])[O:29][C:30]([CH3:33])([CH3:32])[CH3:31])[C:18]1[CH:23]=[C:22]([F:24])[C:21]([F:25])=[C:20]([F:26])[CH:19]=1.[N+:36]([C:39]1[CH:47]=[CH:46][C:42]([C:43](O)=[O:44])=[CH:41][CH:40]=1)([O-:38])=[O:37].C1(P(C2C=CC=CC=2)C2C=CC=CC=2)C=CC=CC=1. Product: [N+:36]([C:39]1[CH:40]=[CH:41][C:42]([C:43]([O:15][C@H:16]([CH3:35])[C@H:17]([NH:27][C:28]([O:29][C:30]([CH3:31])([CH3:33])[CH3:32])=[O:34])[C:18]2[CH:23]=[C:22]([F:24])[C:21]([F:25])=[C:20]([F:26])[CH:19]=2)=[O:44])=[CH:46][CH:47]=1)([O-:38])=[O:37]. The catalyst class is: 1. (10) Reactant: [B:10]1([B:10]2[O:14][C:13]([CH3:16])([CH3:15])[C:12]([CH3:18])([CH3:17])[O:11]2)[O:14][C:13]([CH3:16])([CH3:15])[C:12]([CH3:18])([CH3:17])[O:11]1.Br[C:20]1[CH:21]=[C:22]([NH:28][C:29]2[CH:34]=[CH:33][N:32]=[C:31]([CH3:35])[N:30]=2)[C:23](=[O:27])[N:24]([CH3:26])[CH:25]=1.CC(C1C=C(C(C)C)C(C2C=CC=CC=2P(C2CCCCC2)C2CCCCC2)=C(C(C)C)C=1)C.C([O-])(=O)C.[K+]. Product: [CH3:26][N:24]1[CH:25]=[C:20]([B:10]2[O:11][C:12]([CH3:17])([CH3:18])[C:13]([CH3:15])([CH3:16])[O:14]2)[CH:21]=[C:22]([NH:28][C:29]2[CH:34]=[CH:33][N:32]=[C:31]([CH3:35])[N:30]=2)[C:23]1=[O:27]. The catalyst class is: 102.